Dataset: Full USPTO retrosynthesis dataset with 1.9M reactions from patents (1976-2016). Task: Predict the reactants needed to synthesize the given product. Given the product [F:55][C:52]1[C:53]2[CH:54]=[C:41]3[C:40]4[N:39]=[C:38]([C:19]5[C:20]([N:22]([CH3:27])[S:23]([CH3:26])(=[O:25])=[O:24])=[CH:21][C:11]6[O:10][C:9]([C:8]7[N:4]([CH:1]([CH3:3])[CH3:2])[N:5]=[CH:6][CH:7]=7)=[C:13]([C:14]([NH:16][CH3:17])=[O:15])[C:12]=6[CH:18]=5)[CH:47]=[CH:46][C:45]=4[CH2:44][CH2:43][N:42]3[C:48]=2[CH:49]=[CH:50][CH:51]=1, predict the reactants needed to synthesize it. The reactants are: [CH:1]([N:4]1[C:8]([C:9]2[O:10][C:11]3[CH:21]=[C:20]([N:22]([CH3:27])[S:23]([CH3:26])(=[O:25])=[O:24])[C:19](B4OC(C)(C)C(C)(C)O4)=[CH:18][C:12]=3[C:13]=2[C:14]([NH:16][CH3:17])=[O:15])=[CH:7][CH:6]=[N:5]1)([CH3:3])[CH3:2].Cl[C:38]1[CH:47]=[CH:46][C:45]2[CH2:44][CH2:43][N:42]3[C:48]4[CH:49]=[CH:50][CH:51]=[C:52]([F:55])[C:53]=4[CH:54]=[C:41]3[C:40]=2[N:39]=1.C([O-])([O-])=O.[K+].[K+].CC(C1C=C(C(C)C)C(C2C=CC=CC=2P(C2CCCCC2)C2CCCCC2)=C(C(C)C)C=1)C.